From a dataset of Reaction yield outcomes from USPTO patents with 853,638 reactions. Predict the reaction yield, written as a fraction of the theoretical maximum amount of product (1.0 means a 100% yield; for example, 0.34 means a 34% yield). (1) The product is [CH3:22][C:23]1[N:24]=[C:25]([N:33]2[CH2:37][CH2:36][N:35]([CH2:16][C:15]3[CH:18]=[CH:19][C:12]([O:11][C:10]([F:21])([F:20])[F:9])=[CH:13][CH:14]=3)[C:34]2=[O:38])[S:26][C:27]=1[C:28]([O:30][CH2:31][CH3:32])=[O:29]. No catalyst specified. The yield is 0.900. The reactants are C(Br)C1C=CC=CC=1.[F:9][C:10]([F:21])([F:20])[O:11][C:12]1[CH:19]=[CH:18][C:15]([CH2:16]Br)=[CH:14][CH:13]=1.[CH3:22][C:23]1[N:24]=[C:25]([N:33]2[CH2:37][CH2:36][NH:35][C:34]2=[O:38])[S:26][C:27]=1[C:28]([O:30][CH2:31][CH3:32])=[O:29]. (2) The reactants are Br[C:2]1[S:3][C:4]([NH:30]C(=O)OC(C)(C)C)=[C:5]([C:7](=[O:29])[NH:8][C:9]2[CH:10]=[N:11][N:12]([CH3:28])[C:13]=2[N:14]2[CH2:20][CH2:19][CH2:18][C@@H:17]([NH:21]C(=O)C(F)(F)F)[CH2:16][CH2:15]2)[N:6]=1.C([O-])([O-])=O.[Na+].[Na+].[Cl:44][C:45]1[CH:50]=[CH:49][C:48]([Cl:51])=[CH:47][C:46]=1B(O)O.C([O-])([O-])=O.[K+].[K+]. The catalyst is COCCOC.O.CO.O.C1C=CC(P(C2C=CC=CC=2)[C-]2C=CC=C2)=CC=1.C1C=CC(P(C2C=CC=CC=2)[C-]2C=CC=C2)=CC=1.Cl[Pd]Cl.[Fe+2]. The product is [NH2:30][C:4]1[S:3][C:2]([C:49]2[CH:50]=[C:45]([Cl:44])[CH:46]=[CH:47][C:48]=2[Cl:51])=[N:6][C:5]=1[C:7]([NH:8][C:9]1[CH:10]=[N:11][N:12]([CH3:28])[C:13]=1[N:14]1[CH2:20][CH2:19][CH2:18][C@@H:17]([NH2:21])[CH2:16][CH2:15]1)=[O:29]. The yield is 0.290.